From a dataset of Reaction yield outcomes from USPTO patents with 853,638 reactions. Predict the reaction yield, written as a fraction of the theoretical maximum amount of product (1.0 means a 100% yield; for example, 0.34 means a 34% yield). The reactants are [CH:1]([CH:4]1[CH2:8][CH2:7][NH:6][CH:5]1[C:9]([OH:11])=[O:10])([CH3:3])[CH3:2].[OH-].[Na+].[CH3:14][C:15]([O:18][C:19](O[C:19]([O:18][C:15]([CH3:17])([CH3:16])[CH3:14])=[O:20])=[O:20])([CH3:17])[CH3:16]. The catalyst is C1COCC1.O. The product is [C:15]([O:18][C:19]([N:6]1[CH2:7][CH2:8][CH:4]([CH:1]([CH3:3])[CH3:2])[CH:5]1[C:9]([OH:11])=[O:10])=[O:20])([CH3:17])([CH3:16])[CH3:14]. The yield is 0.700.